From a dataset of Catalyst prediction with 721,799 reactions and 888 catalyst types from USPTO. Predict which catalyst facilitates the given reaction. Reactant: [CH:1]([C:3]1[CH:8]=[CH:7][C:6]([OH:9])=[CH:5][CH:4]=1)=[O:2].I[CH2:11][CH2:12][CH2:13][CH2:14][CH2:15][CH3:16].C([O-])([O-])=O.[K+].[K+].O. Product: [CH2:11]([O:9][C:6]1[CH:7]=[CH:8][C:3]([CH:1]=[O:2])=[CH:4][CH:5]=1)[CH2:12][CH2:13][CH2:14][CH2:15][CH3:16]. The catalyst class is: 10.